This data is from Full USPTO retrosynthesis dataset with 1.9M reactions from patents (1976-2016). The task is: Predict the reactants needed to synthesize the given product. (1) Given the product [F:1][C:2]1[C:3]([NH:10][C:11]2[C:16]([C:17]3[N:25]=[CH:24][N:23]=[C:22]4[C:18]=3[N:19]=[CH:20][N:21]4[CH:26]3[CH2:31][CH2:30][CH2:29][CH2:28][O:27]3)=[CH:15][CH:14]=[CH:13][N:12]=2)=[C:4]([F:9])[CH:5]=[CH:6][C:7]=1[NH:8][S:39]([C:35]1[S:34][C:33]([CH3:32])=[N:37][C:36]=1[CH3:38])(=[O:41])=[O:40], predict the reactants needed to synthesize it. The reactants are: [F:1][C:2]1[C:7]([NH2:8])=[CH:6][CH:5]=[C:4]([F:9])[C:3]=1[NH:10][C:11]1[C:16]([C:17]2[N:25]=[CH:24][N:23]=[C:22]3[C:18]=2[N:19]=[CH:20][N:21]3[CH:26]2[CH2:31][CH2:30][CH2:29][CH2:28][O:27]2)=[CH:15][CH:14]=[CH:13][N:12]=1.[CH3:32][C:33]1[S:34][C:35]([S:39](Cl)(=[O:41])=[O:40])=[C:36]([CH3:38])[N:37]=1.N1C=CC=CC=1. (2) Given the product [ClH:32].[F:31][CH:2]([F:1])[CH2:3][NH:4][C:5](=[O:6])[C:7]1[CH:8]=[CH:9][C:10]([C:13]2[CH:14]=[CH:15][C:16]3[O:22][CH2:21][CH2:20][NH:19][CH2:18][C:17]=3[CH:30]=2)=[CH:11][CH:12]=1, predict the reactants needed to synthesize it. The reactants are: [F:1][CH:2]([F:31])[CH2:3][NH:4][C:5]([C:7]1[CH:12]=[CH:11][C:10]([C:13]2[CH:14]=[CH:15][C:16]3[O:22][CH2:21][CH2:20][N:19](C(OC(C)(C)C)=O)[CH2:18][C:17]=3[CH:30]=2)=[CH:9][CH:8]=1)=[O:6].[ClH:32]. (3) The reactants are: [CH2:1]([O:3][C:4]1[CH:13]=[CH:12][C:7]2[N:8]=[C:9]([NH2:11])[S:10][C:6]=2[CH:5]=1)[CH3:2].C(N(C(C)C)CC)(C)C.CNC1(NC)C=CN=CC1.[Cl:33][C:34]1[CH:35]=[C:36]([CH:40]=[CH:41][CH:42]=1)[C:37](Cl)=[O:38]. Given the product [Cl:33][C:34]1[CH:35]=[C:36]([CH:40]=[CH:41][CH:42]=1)[C:37]([NH:11][C:9]1[S:10][C:6]2[CH:5]=[C:4]([O:3][CH2:1][CH3:2])[CH:13]=[CH:12][C:7]=2[N:8]=1)=[O:38], predict the reactants needed to synthesize it.